Dataset: Forward reaction prediction with 1.9M reactions from USPTO patents (1976-2016). Task: Predict the product of the given reaction. (1) Given the reactants [Cl:1][C:2]1[C:7]([O:8][CH:9]([CH3:11])[CH3:10])=[CH:6][C:5]([NH:12][CH:13]2[CH2:18][CH2:17][N:16]([C:19]([O:21][C:22]([CH3:25])([CH3:24])[CH3:23])=[O:20])[CH2:15][CH2:14]2)=[C:4]([N+:26]([O-])=O)[CH:3]=1.O.NN, predict the reaction product. The product is: [NH2:26][C:4]1[CH:3]=[C:2]([Cl:1])[C:7]([O:8][CH:9]([CH3:11])[CH3:10])=[CH:6][C:5]=1[NH:12][CH:13]1[CH2:18][CH2:17][N:16]([C:19]([O:21][C:22]([CH3:24])([CH3:23])[CH3:25])=[O:20])[CH2:15][CH2:14]1. (2) Given the reactants [C:1]([C:4]1[C:9]([C:10]2[CH:15]=[CH:14][CH:13]=[CH:12][CH:11]=2)=[N:8][N:7]([CH2:16][CH3:17])[C:6](=[O:18])[C:5]=1[N+:19]([O-])=O)(=[O:3])[CH3:2].N[C:23]1[CH:24]=[C:25]2[C:29](=[CH:30][CH:31]=1)[NH:28][CH:27]=[CH:26]2, predict the reaction product. The product is: [C:1]([C:4]1[C:9]([C:10]2[CH:15]=[CH:14][CH:13]=[CH:12][CH:11]=2)=[N:8][N:7]([CH2:16][CH3:17])[C:6](=[O:18])[C:5]=1[NH:19][C:23]1[CH:24]=[C:25]2[C:29](=[CH:30][CH:31]=1)[NH:28][CH:27]=[CH:26]2)(=[O:3])[CH3:2]. (3) Given the reactants [CH3:1][S:2]([C:5]1[CH:6]=[C:7]2[C:11](=[CH:12][CH:13]=1)[NH:10][CH:9]=[CH:8]2)(=[O:4])=[O:3].Cl[C:15]1[N:20]=[C:19]([O:21][CH:22]2[CH2:27][CH2:26][N:25]([C:28]([O:30][C:31]([CH3:34])([CH3:33])[CH3:32])=[O:29])[CH2:24][CH2:23]2)[CH:18]=[CH:17][CH:16]=1, predict the reaction product. The product is: [C:31]([O:30][C:28]([N:25]1[CH2:26][CH2:27][CH:22]([O:21][C:19]2[CH:18]=[CH:17][CH:16]=[C:15]([N:10]3[C:11]4[C:7](=[CH:6][C:5]([S:2]([CH3:1])(=[O:4])=[O:3])=[CH:13][CH:12]=4)[CH:8]=[CH:9]3)[N:20]=2)[CH2:23][CH2:24]1)=[O:29])([CH3:34])([CH3:32])[CH3:33]. (4) Given the reactants [CH3:1][O:2][C:3]1[N:8]=[CH:7][C:6]([C:9]2[O:13][C:12]([CH3:14])=[C:11]([CH:15]([NH:20][C:21]3[CH:26]=[CH:25][C:24]([C:27]([N:29]([CH3:37])[CH2:30][CH2:31][C:32]([O:34]CC)=[O:33])=[O:28])=[CH:23][CH:22]=3)[CH2:16][CH:17]([CH3:19])[CH3:18])[CH:10]=2)=[CH:5][CH:4]=1.O1CCCC1.[OH-].[Li+], predict the reaction product. The product is: [CH3:1][O:2][C:3]1[N:8]=[CH:7][C:6]([C:9]2[O:13][C:12]([CH3:14])=[C:11]([CH:15]([NH:20][C:21]3[CH:22]=[CH:23][C:24]([C:27]([N:29]([CH3:37])[CH2:30][CH2:31][C:32]([OH:34])=[O:33])=[O:28])=[CH:25][CH:26]=3)[CH2:16][CH:17]([CH3:19])[CH3:18])[CH:10]=2)=[CH:5][CH:4]=1.